This data is from Catalyst prediction with 721,799 reactions and 888 catalyst types from USPTO. The task is: Predict which catalyst facilitates the given reaction. (1) Reactant: C([O:4][CH2:5][C:6]1[C:11]([O:12][CH3:13])=[CH:10][N:9]=[C:8]([C:14]2[CH:19]=[CH:18][C:17]([CH2:20][CH2:21][CH2:22][C:23]3[N:27]([CH2:28][CH3:29])[C:26](=[O:30])[N:25]([CH2:31][C:32]4[CH:37]=[CH:36][C:35]([C:38]([CH3:41])([CH3:40])[CH3:39])=[CH:34][CH:33]=4)[N:24]=3)=[CH:16][CH:15]=2)[N:7]=1)(=O)C.CO.C([O-])([O-])=O.[K+].[K+]. Product: [C:38]([C:35]1[CH:34]=[CH:33][C:32]([CH2:31][N:25]2[C:26](=[O:30])[N:27]([CH2:28][CH3:29])[C:23]([CH2:22][CH2:21][CH2:20][C:17]3[CH:18]=[CH:19][C:14]([C:8]4[N:7]=[C:6]([CH2:5][OH:4])[C:11]([O:12][CH3:13])=[CH:10][N:9]=4)=[CH:15][CH:16]=3)=[N:24]2)=[CH:37][CH:36]=1)([CH3:39])([CH3:40])[CH3:41]. The catalyst class is: 6. (2) Reactant: [N:1]1([CH2:7][C:8]2[CH:13]=[CH:12][C:11]([CH2:14][NH:15][C:16](=[O:18])[CH3:17])=[CH:10][CH:9]=2)[CH2:6][CH2:5][NH:4][CH2:3][CH2:2]1.Cl[C:20]1[N:25]=[C:24]([O:26][CH3:27])[CH:23]=[C:22]([O:28][CH3:29])[N:21]=1.C(=O)([O-])[O-].[K+].[K+]. Product: [CH3:29][O:28][C:22]1[CH:23]=[C:24]([O:26][CH3:27])[N:25]=[C:20]([N:4]2[CH2:5][CH2:6][N:1]([CH2:7][C:8]3[CH:9]=[CH:10][C:11]([CH2:14][NH:15][C:16](=[O:18])[CH3:17])=[CH:12][CH:13]=3)[CH2:2][CH2:3]2)[N:21]=1. The catalyst class is: 10. (3) Reactant: C(OC([N:8]1[CH2:11][CH:10]([C:12](=[O:16])[N:13]([CH3:15])[CH3:14])[CH2:9]1)=O)(C)(C)C.[C:17]([OH:23])([C:19]([F:22])([F:21])[F:20])=[O:18]. Product: [F:20][C:19]([F:22])([F:21])[C:17]([OH:23])=[O:18].[CH3:14][N:13]([CH3:15])[C:12]([CH:10]1[CH2:11][NH:8][CH2:9]1)=[O:16].[C:17]([OH:23])([C:19]([F:22])([F:21])[F:20])=[O:18]. The catalyst class is: 2. (4) Reactant: Br[C:2]1[S:10][C:9]2[C:8](=[O:11])[NH:7][C:6]([C@@H:12]3[CH2:17][CH2:16][CH2:15][CH2:14][N:13]3[C:18]([O:20][C:21]([CH3:24])([CH3:23])[CH3:22])=[O:19])=[N:5][C:4]=2[CH:3]=1.[F:25][C:26]([F:55])([F:54])[C:27]1[C:31](B(O)O)=[CH:30][N:29]([C:35]([C:48]2[CH:53]=[CH:52][CH:51]=[CH:50][CH:49]=2)([C:42]2[CH:47]=[CH:46][CH:45]=[CH:44][CH:43]=2)[C:36]2[CH:41]=[CH:40][CH:39]=[CH:38][CH:37]=2)[N:28]=1.C(=O)([O-])[O-].[Na+].[Na+].C(O)C. Product: [O:11]=[C:8]1[NH:7][C:6]([C@@H:12]2[CH2:17][CH2:16][CH2:15][CH2:14][N:13]2[C:18]([O:20][C:21]([CH3:24])([CH3:23])[CH3:22])=[O:19])=[N:5][C:4]2[CH:3]=[C:2]([C:31]3[C:27]([C:26]([F:54])([F:55])[F:25])=[N:28][N:29]([C:35]([C:42]4[CH:43]=[CH:44][CH:45]=[CH:46][CH:47]=4)([C:48]4[CH:53]=[CH:52][CH:51]=[CH:50][CH:49]=4)[C:36]4[CH:37]=[CH:38][CH:39]=[CH:40][CH:41]=4)[CH:30]=3)[S:10][C:9]1=2. The catalyst class is: 6. (5) Reactant: [CH3:1][C:2]([CH3:30])([CH3:29])[C:3](=[O:28])[CH2:4][O:5][C:6]1[CH:11]=[CH:10][C:9]([C:12]([C:17]2[S:21][C:20]([S:22]([NH2:25])(=[O:24])=[O:23])=[C:19]([CH3:26])[CH:18]=2)([CH2:15][CH3:16])[CH2:13][CH3:14])=[CH:8][C:7]=1[CH3:27].CCN=C=NCCCN(C)C.[C:42](O)(=[O:45])[CH2:43][CH3:44]. Product: [C:42]([NH:25][S:22]([C:20]1[S:21][C:17]([C:12]([C:9]2[CH:10]=[CH:11][C:6]([O:5][CH2:4][C:3](=[O:28])[C:2]([CH3:1])([CH3:29])[CH3:30])=[C:7]([CH3:27])[CH:8]=2)([CH2:13][CH3:14])[CH2:15][CH3:16])=[CH:18][C:19]=1[CH3:26])(=[O:24])=[O:23])(=[O:45])[CH2:43][CH3:44]. The catalyst class is: 166. (6) Reactant: [C:1]([O:5][C:6]([N:8]1[CH2:13][CH2:12][CH:11]([CH2:14][NH:15][CH2:16][CH3:17])[CH2:10][CH2:9]1)=[O:7])([CH3:4])([CH3:3])[CH3:2].[H-].[Na+].Cl[C:21]1[C:22]2[O:29][N:28]=[C:27]([C:30]3[CH:35]=[CH:34][C:33]([S:36]([CH3:39])(=[O:38])=[O:37])=[CH:32][CH:31]=3)[C:23]=2[N:24]=[CH:25][N:26]=1. Product: [C:1]([O:5][C:6]([N:8]1[CH2:9][CH2:10][CH:11]([CH2:14][N:15]([CH2:16][CH3:17])[C:21]2[C:22]3[O:29][N:28]=[C:27]([C:30]4[CH:35]=[CH:34][C:33]([S:36]([CH3:39])(=[O:38])=[O:37])=[CH:32][CH:31]=4)[C:23]=3[N:24]=[CH:25][N:26]=2)[CH2:12][CH2:13]1)=[O:7])([CH3:4])([CH3:3])[CH3:2]. The catalyst class is: 1. (7) Reactant: Cl.Cl.[CH3:3][C:4]1[CH:17]=[C:7]2[C:8]([C@@H:12]3[CH2:14][C@H:13]3[CH2:15][NH2:16])=[CH:9][CH:10]=[CH:11][N:6]2[N:5]=1.C(N(CC)CC)C.[C:25](OC(=O)C)(=[O:27])[CH3:26]. Product: [CH3:3][C:4]1[CH:17]=[C:7]2[C:8]([C@@H:12]3[CH2:14][C@H:13]3[CH2:15][NH:16][C:25](=[O:27])[CH3:26])=[CH:9][CH:10]=[CH:11][N:6]2[N:5]=1. The catalyst class is: 7.